From a dataset of Forward reaction prediction with 1.9M reactions from USPTO patents (1976-2016). Predict the product of the given reaction. (1) Given the reactants [NH2:1][C:2]1[CH:3]=[C:4]([CH:9]=[CH:10][C:11]=1[O:12][C:13]([F:16])([F:15])[F:14])[C:5]([O:7][CH3:8])=[O:6].[CH3:17][S:18](Cl)(=[O:20])=[O:19].Cl.Cl[CH2:24][CH2:25][N:26]1[CH2:31][CH2:30][O:29][CH2:28][CH2:27]1.C([O-])([O-])=O.[K+].[K+], predict the reaction product. The product is: [O:29]1[CH2:30][CH2:31][N:26]([CH2:25][CH2:24][N:1]([C:2]2[CH:3]=[C:4]([CH:9]=[CH:10][C:11]=2[O:12][C:13]([F:14])([F:15])[F:16])[C:5]([O:7][CH3:8])=[O:6])[S:18]([CH3:17])(=[O:20])=[O:19])[CH2:27][CH2:28]1. (2) Given the reactants C[O:2][C:3]([C:5]1[CH:31]=[CH:30][C:8]2[N:9]([CH2:27][CH2:28][F:29])[C:10]([NH:12][C:13]3[S:14][C:15]4[CH:21]=[C:20]([O:22][C:23]([F:26])([F:25])[F:24])[CH:19]=[CH:18][C:16]=4[N:17]=3)=[N:11][C:7]=2[CH:6]=1)=[O:4].[OH-].[Na+].CO, predict the reaction product. The product is: [F:29][CH2:28][CH2:27][N:9]1[C:8]2[CH:30]=[CH:31][C:5]([C:3]([OH:4])=[O:2])=[CH:6][C:7]=2[N:11]=[C:10]1[NH:12][C:13]1[S:14][C:15]2[CH:21]=[C:20]([O:22][C:23]([F:26])([F:25])[F:24])[CH:19]=[CH:18][C:16]=2[N:17]=1.